Dataset: NCI-60 drug combinations with 297,098 pairs across 59 cell lines. Task: Regression. Given two drug SMILES strings and cell line genomic features, predict the synergy score measuring deviation from expected non-interaction effect. (1) Drug 2: C(=O)(N)NO. Cell line: MOLT-4. Synergy scores: CSS=62.4, Synergy_ZIP=-4.09, Synergy_Bliss=-4.76, Synergy_Loewe=-27.5, Synergy_HSA=-2.70. Drug 1: C1CN1P(=S)(N2CC2)N3CC3. (2) Drug 1: CNC(=O)C1=CC=CC=C1SC2=CC3=C(C=C2)C(=NN3)C=CC4=CC=CC=N4. Drug 2: CC1=C2C(C(=O)C3(C(CC4C(C3C(C(C2(C)C)(CC1OC(=O)C(C(C5=CC=CC=C5)NC(=O)OC(C)(C)C)O)O)OC(=O)C6=CC=CC=C6)(CO4)OC(=O)C)O)C)O. Cell line: PC-3. Synergy scores: CSS=35.6, Synergy_ZIP=16.1, Synergy_Bliss=14.6, Synergy_Loewe=-14.2, Synergy_HSA=12.6. (3) Drug 1: CN1C2=C(C=C(C=C2)N(CCCl)CCCl)N=C1CCCC(=O)O.Cl. Drug 2: B(C(CC(C)C)NC(=O)C(CC1=CC=CC=C1)NC(=O)C2=NC=CN=C2)(O)O. Cell line: HCT-15. Synergy scores: CSS=34.8, Synergy_ZIP=7.89, Synergy_Bliss=7.76, Synergy_Loewe=-27.4, Synergy_HSA=4.57. (4) Drug 1: C1CCC(C1)C(CC#N)N2C=C(C=N2)C3=C4C=CNC4=NC=N3. Drug 2: C1=CC(=CC=C1C#N)C(C2=CC=C(C=C2)C#N)N3C=NC=N3. Cell line: PC-3. Synergy scores: CSS=-0.172, Synergy_ZIP=1.05, Synergy_Bliss=1.45, Synergy_Loewe=-0.0240, Synergy_HSA=-0.224. (5) Drug 1: CC1=C(C(=O)C2=C(C1=O)N3CC4C(C3(C2COC(=O)N)OC)N4)N. Drug 2: CN1C=C(C=N1)C2=C3N=C(C(=C(N3N=C2)N)Br)C4CCCNC4. Cell line: SW-620. Synergy scores: CSS=42.2, Synergy_ZIP=6.69, Synergy_Bliss=2.21, Synergy_Loewe=-21.8, Synergy_HSA=2.37. (6) Drug 1: CN1CCC(CC1)COC2=C(C=C3C(=C2)N=CN=C3NC4=C(C=C(C=C4)Br)F)OC. Drug 2: CC1=C(C(=CC=C1)Cl)NC(=O)C2=CN=C(S2)NC3=CC(=NC(=N3)C)N4CCN(CC4)CCO. Cell line: U251. Synergy scores: CSS=9.94, Synergy_ZIP=4.14, Synergy_Bliss=5.66, Synergy_Loewe=4.72, Synergy_HSA=4.59. (7) Drug 1: CC1=C(C=C(C=C1)C(=O)NC2=CC(=CC(=C2)C(F)(F)F)N3C=C(N=C3)C)NC4=NC=CC(=N4)C5=CN=CC=C5. Drug 2: CNC(=O)C1=NC=CC(=C1)OC2=CC=C(C=C2)NC(=O)NC3=CC(=C(C=C3)Cl)C(F)(F)F. Cell line: UACC62. Synergy scores: CSS=0.266, Synergy_ZIP=-1.62, Synergy_Bliss=-2.87, Synergy_Loewe=-3.83, Synergy_HSA=-3.99.